Dataset: Catalyst prediction with 721,799 reactions and 888 catalyst types from USPTO. Task: Predict which catalyst facilitates the given reaction. (1) Reactant: Cl.[NH2:2][C@@H:3]([CH:6]1[CH2:8][CH2:7]1)[CH2:4][OH:5].[Cl:9][C:10]1[N:15]=[C:14](Cl)[CH:13]=[C:12]([CH3:17])[N:11]=1.C(N(C(C)C)C(C)C)C. Product: [Cl:9][C:10]1[N:15]=[C:14]([NH:2][C@@H:3]([CH:6]2[CH2:8][CH2:7]2)[CH2:4][OH:5])[CH:13]=[C:12]([CH3:17])[N:11]=1. The catalyst class is: 12. (2) Reactant: [CH2:1]([N:8]([C@H:18]([C:20]1[CH:25]=[CH:24][CH:23]=[CH:22][CH:21]=1)[CH3:19])[C@@H:9]([CH2:14][CH2:15][CH2:16][CH3:17])[CH2:10][C:11](O)=[O:12])[C:2]1[CH:7]=[CH:6][CH:5]=[CH:4][CH:3]=1.B.O1CCCC1.CO.Cl. Product: [CH2:1]([N:8]([C@H:18]([C:20]1[CH:21]=[CH:22][CH:23]=[CH:24][CH:25]=1)[CH3:19])[C@@H:9]([CH2:14][CH2:15][CH2:16][CH3:17])[CH2:10][CH2:11][OH:12])[C:2]1[CH:3]=[CH:4][CH:5]=[CH:6][CH:7]=1. The catalyst class is: 1. (3) Reactant: Cl[CH2:2][C:3]([NH:5][C:6]1[CH:11]=[CH:10][C:9]([N:12]2[C:16]([CH:17]3[CH2:19][CH2:18]3)=[CH:15][C:14]([C:20]([F:23])([F:22])[F:21])=[N:13]2)=[CH:8][CH:7]=1)=[O:4].[NH:24]1[C:28]2[CH:29]=[CH:30][CH:31]=[CH:32][C:27]=2[N:26]=[N:25]1.[H-].[Na+].O. Product: [N:24]1([CH2:2][C:3]([NH:5][C:6]2[CH:11]=[CH:10][C:9]([N:12]3[C:16]([CH:17]4[CH2:19][CH2:18]4)=[CH:15][C:14]([C:20]([F:23])([F:22])[F:21])=[N:13]3)=[CH:8][CH:7]=2)=[O:4])[C:28]2[CH:29]=[CH:30][CH:31]=[CH:32][C:27]=2[N:26]=[N:25]1. The catalyst class is: 31. (4) Reactant: C[O:2][C:3](=[O:20])[CH2:4][CH2:5][CH2:6][CH2:7][C:8]1[CH:13]=[CH:12][CH:11]=[C:10]([NH:14][C:15]([O:17][CH2:18][CH3:19])=[O:16])[CH:9]=1.[OH-].[Li+]. Product: [CH2:18]([O:17][C:15]([NH:14][C:10]1[CH:9]=[C:8]([CH2:7][CH2:6][CH2:5][CH2:4][C:3]([OH:20])=[O:2])[CH:13]=[CH:12][CH:11]=1)=[O:16])[CH3:19]. The catalyst class is: 20. (5) Reactant: [F:1][C:2]1[CH:7]=[CH:6][C:5]([C:8]2[N:9]=[CH:10][NH:11][CH:12]=2)=[CH:4][CH:3]=1.C([O-])([O-])=O.[Cs+].[Cs+].[CH3:19][Si:20]([CH2:23][CH2:24][O:25][CH2:26]Cl)([CH3:22])[CH3:21]. Product: [F:1][C:2]1[CH:3]=[CH:4][C:5]([C:8]2[N:9]=[CH:10][N:11]([CH2:26][O:25][CH2:24][CH2:23][Si:20]([CH3:22])([CH3:21])[CH3:19])[CH:12]=2)=[CH:6][CH:7]=1. The catalyst class is: 3. (6) Reactant: [N+:1]([C:4]1[CH:5]=[C:6]([S:10](Cl)(=[O:12])=[O:11])[CH:7]=[CH:8][CH:9]=1)([O-:3])=[O:2].[C:14]([O:18][C:19]([N:21]1[CH2:26][CH2:25][N:24]([C:27]2[C:36]3[O:35][CH2:34][CH2:33][NH:32][C:31]=3[CH:30]=[CH:29][CH:28]=2)[CH2:23][CH2:22]1)=[O:20])([CH3:17])([CH3:16])[CH3:15].N1C=CC=CC=1.O. Product: [C:14]([O:18][C:19]([N:21]1[CH2:26][CH2:25][N:24]([C:27]2[C:36]3[O:35][CH2:34][CH2:33][N:32]([S:10]([C:6]4[CH:7]=[CH:8][CH:9]=[C:4]([N+:1]([O-:3])=[O:2])[CH:5]=4)(=[O:12])=[O:11])[C:31]=3[CH:30]=[CH:29][CH:28]=2)[CH2:23][CH2:22]1)=[O:20])([CH3:17])([CH3:15])[CH3:16]. The catalyst class is: 4. (7) Reactant: [C:1]([C:4]1[CH:5]=[C:6]([NH:18][C:19]([C:21]2[CH:26]=[CH:25][C:24]([C:27]3[CH:32]=[CH:31][CH:30]=[CH:29][CH:28]=3)=[CH:23][CH:22]=2)=[O:20])[CH:7]=[CH:8][C:9]=1[O:10][CH2:11][CH2:12][N:13]([CH2:16][CH3:17])[CH2:14][CH3:15])(=[O:3])[CH3:2].[BH4-].[Na+]. Product: [CH2:16]([N:13]([CH2:14][CH3:15])[CH2:12][CH2:11][O:10][C:9]1[CH:8]=[CH:7][C:6]([NH:18][C:19]([C:21]2[CH:26]=[CH:25][C:24]([C:27]3[CH:32]=[CH:31][CH:30]=[CH:29][CH:28]=3)=[CH:23][CH:22]=2)=[O:20])=[CH:5][C:4]=1[CH:1]([OH:3])[CH3:2])[CH3:17]. The catalyst class is: 214. (8) Reactant: C[Si]([N-][Si](C)(C)C)(C)C.[Li+].[C:11]([O:15][C:16]([N:18]1[CH2:22][CH2:21][CH:20]([C:23]([C:25]2[CH:26]=[C:27]3[C:31](=[CH:32][CH:33]=2)[N:30]([Si:34]([CH:41]([CH3:43])[CH3:42])([CH:38]([CH3:40])[CH3:39])[CH:35]([CH3:37])[CH3:36])[CH:29]=[CH:28]3)=[O:24])[CH2:19]1)=[O:17])([CH3:14])([CH3:13])[CH3:12].[CH2:44](Br)[C:45]1[CH:50]=[CH:49][CH:48]=[CH:47][CH:46]=1. Product: [C:11]([O:15][C:16]([N:18]1[CH2:22][CH2:21][C:20]([CH2:44][C:45]2[CH:50]=[CH:49][CH:48]=[CH:47][CH:46]=2)([C:23]([C:25]2[CH:26]=[C:27]3[C:31](=[CH:32][CH:33]=2)[N:30]([Si:34]([CH:35]([CH3:36])[CH3:37])([CH:38]([CH3:40])[CH3:39])[CH:41]([CH3:43])[CH3:42])[CH:29]=[CH:28]3)=[O:24])[CH2:19]1)=[O:17])([CH3:13])([CH3:14])[CH3:12]. The catalyst class is: 1. (9) Reactant: C[O:2][C:3]1[C:4]([CH3:33])=[C:5]([C:24]([O:31]C)=[C:25]([O:29][CH3:30])[C:26]=1[O:27][CH3:28])[CH2:6][C:7]1[CH:8]=[CH:9][C:10]([C:16]2[CH:21]=[CH:20][CH:19]=[CH:18][C:17]=2[O:22][CH3:23])=[C:11]([CH:15]=1)[C:12]([OH:14])=[O:13].O=[N+]([O-])[O-].[O-][N+](=O)[O-].[O-][N+](=O)[O-].[O-][N+](=O)[O-].[O-][N+](=O)[O-].[O-][N+](=O)[O-].[Ce+4].[NH4+].[NH4+]. Product: [CH3:28][O:27][C:26]1[C:3](=[O:2])[C:4]([CH3:33])=[C:5]([CH2:6][C:7]2[CH:8]=[CH:9][C:10]([C:16]3[CH:21]=[CH:20][CH:19]=[CH:18][C:17]=3[O:22][CH3:23])=[C:11]([CH:15]=2)[C:12]([OH:14])=[O:13])[C:24](=[O:31])[C:25]=1[O:29][CH3:30]. The catalyst class is: 47. (10) Reactant: [CH3:1][O:2][C:3](=[O:13])[CH2:4][C:5]1[CH:6]=[N:7][C:8]([C:11]#[N:12])=[CH:9][CH:10]=1.[NH2:14][OH:15].Cl.C([O-])(O)=O.[Na+]. Product: [CH3:1][O:2][C:3](=[O:13])[CH2:4][C:5]1[CH:6]=[N:7][C:8]([C:11](=[NH:12])[NH:14][OH:15])=[CH:9][CH:10]=1. The catalyst class is: 5.